This data is from Reaction yield outcomes from USPTO patents with 853,638 reactions. The task is: Predict the reaction yield, written as a fraction of the theoretical maximum amount of product (1.0 means a 100% yield; for example, 0.34 means a 34% yield). (1) The product is [NH2:24][C:21]1[CH:22]=[CH:23][C:18]([O:17][C:16]2[CH:15]=[CH:14][N:13]=[C:12]3[N:8]([CH2:7][C:6]4[CH:27]=[CH:28][C:3]([O:2][CH3:1])=[CH:4][CH:5]=4)[N:9]=[C:10]([N:33]4[CH2:34][CH2:35][C@H:31]([N:30]([CH3:36])[CH3:29])[CH2:32]4)[C:11]=23)=[C:19]([F:25])[CH:20]=1. The catalyst is CS(C)=O.ClCCl. The reactants are [CH3:1][O:2][C:3]1[CH:28]=[CH:27][C:6]([CH2:7][N:8]2[C:12]3=[N:13][CH:14]=[CH:15][C:16]([O:17][C:18]4[CH:23]=[CH:22][C:21]([NH2:24])=[CH:20][C:19]=4[F:25])=[C:11]3[C:10](I)=[N:9]2)=[CH:5][CH:4]=1.[CH3:29][N:30]([CH3:36])[C@H:31]1[CH2:35][CH2:34][NH:33][CH2:32]1.C([O-])([O-])=O.[K+].[K+].N1CCC[C@H]1C(O)=O. The yield is 0.200. (2) The reactants are [CH3:1][CH:2]1[CH2:7][C:6]([C:8]2[CH:13]=[CH:12][N:11]=[CH:10][C:9]=2[N+:14]([O-:16])=[O:15])=[CH:5]C=C1.C1C(=O)N([Br:24])C(=O)C1.C([O:28][CH2:29][CH3:30])(=O)C. The catalyst is C1COCC1.O. The product is [Br:24][CH:30]1[CH:29]([OH:28])[CH:5]=[C:6]([C:8]2[CH:13]=[CH:12][N:11]=[CH:10][C:9]=2[N+:14]([O-:16])=[O:15])[CH2:7][CH:2]1[CH3:1]. The yield is 0.800. (3) The reactants are [CH3:1][C:2]([C:7]1[CH:11]=[C:10]([C:12]2[CH:17]=[CH:16][N:15]=[C:14]3[NH:18][N:19]=[CH:20][C:13]=23)[S:9][CH:8]=1)([CH2:5][CH3:6])[C:3]#[N:4].[H-].[H-].[H-].[H-].[Li+].[Al+3]. The catalyst is C1COCC1. The product is [NH:18]1[C:14]2=[N:15][CH:16]=[CH:17][C:12]([C:10]3[S:9][CH:8]=[C:7]([C:2]([CH3:1])([CH2:5][CH3:6])[CH2:3][NH2:4])[CH:11]=3)=[C:13]2[CH:20]=[N:19]1. The yield is 0.0800.